From a dataset of Catalyst prediction with 721,799 reactions and 888 catalyst types from USPTO. Predict which catalyst facilitates the given reaction. Reactant: [OH:1][C:2]1[C:15]([OH:16])=[C:14](O)[CH:13]=[CH:12][C:3]=1[C:4]([C:6]1[CH:11]=[CH:10][CH:9]=[CH:8][CH:7]=1)=[O:5].Br[CH2:19][CH2:20][CH2:21][CH2:22][CH2:23][CH2:24][CH2:25][CH2:26][CH2:27][CH2:28][CH2:29][CH2:30][CH2:31][CH2:32][CH2:33][CH2:34][CH2:35][CH3:36].[C:37](=[O:40])([O-])[O-].[K+].[K+].Cl. Product: [CH2:19]([O:1][C:2]1[C:15]([O:16][CH2:36][CH2:35][CH2:34][CH2:33][CH2:32][CH2:31][CH2:30][CH2:29][CH2:28][CH2:27][CH2:26][CH2:25][CH2:24][CH2:23][CH2:22][CH2:21][CH2:20][CH3:19])=[C:14]([O:40][CH2:37][CH2:35][CH2:34][CH2:33][CH2:32][CH2:31][CH2:30][CH2:29][CH2:28][CH2:27][CH2:26][CH2:25][CH2:24][CH2:23][CH2:22][CH2:21][CH2:20][CH3:19])[CH:13]=[CH:12][C:3]=1[C:4]([C:6]1[CH:11]=[CH:10][CH:9]=[CH:8][CH:7]=1)=[O:5])[CH2:20][CH2:21][CH2:22][CH2:23][CH2:24][CH2:25][CH2:26][CH2:27][CH2:28][CH2:29][CH2:30][CH2:31][CH2:32][CH2:33][CH2:34][CH2:35][CH3:36]. The catalyst class is: 794.